Dataset: Forward reaction prediction with 1.9M reactions from USPTO patents (1976-2016). Task: Predict the product of the given reaction. Given the reactants [Cl:1][C:2]1[N:3]=[C:4](Cl)[C:5]2[C:10]([I:11])=[CH:9][N:8]([S:12]([C:15]3[CH:21]=[CH:20][C:18]([CH3:19])=[CH:17][CH:16]=3)(=[O:14])=[O:13])[C:6]=2[N:7]=1.[NH2:23][C:24]1[CH:32]=[C:31]2[C:27]([CH:28]=[N:29][NH:30]2)=[CH:26][CH:25]=1.CCN(C(C)C)C(C)C, predict the reaction product. The product is: [Cl:1][C:2]1[N:3]=[C:4]([NH:23][C:24]2[CH:32]=[C:31]3[C:27]([CH:28]=[N:29][NH:30]3)=[CH:26][CH:25]=2)[C:5]2[C:10]([I:11])=[CH:9][N:8]([S:12]([C:15]3[CH:21]=[CH:20][C:18]([CH3:19])=[CH:17][CH:16]=3)(=[O:14])=[O:13])[C:6]=2[N:7]=1.